Dataset: TCR-epitope binding with 47,182 pairs between 192 epitopes and 23,139 TCRs. Task: Binary Classification. Given a T-cell receptor sequence (or CDR3 region) and an epitope sequence, predict whether binding occurs between them. The epitope is TLIGDCATV. The TCR CDR3 sequence is CASLSAAGGTDTQYF. Result: 1 (the TCR binds to the epitope).